From a dataset of Reaction yield outcomes from USPTO patents with 853,638 reactions. Predict the reaction yield, written as a fraction of the theoretical maximum amount of product (1.0 means a 100% yield; for example, 0.34 means a 34% yield). (1) The reactants are [C:1]([O:5][C:6]([N:8]([CH3:34])[C:9]([CH2:21][CH2:22][CH2:23][CH2:24][B:25]1[O:29][C:28]([CH3:31])([CH3:30])[C:27]([CH3:33])([CH3:32])[O:26]1)([CH2:17][CH2:18][CH:19]=C)[C:10]([O:12][C:13]([CH3:16])([CH3:15])[CH3:14])=[O:11])=[O:7])([CH3:4])([CH3:3])[CH3:2].[O:35]=[O+][O-].C1(P(C2C=CC=CC=2)C2C=CC=CC=2)C=CC=CC=1. The catalyst is ClCCl. The product is [C:1]([O:5][C:6]([N:8]([CH3:34])[C:9]([CH2:17][CH2:18][CH:19]=[O:35])([CH2:21][CH2:22][CH2:23][CH2:24][B:25]1[O:26][C:27]([CH3:32])([CH3:33])[C:28]([CH3:30])([CH3:31])[O:29]1)[C:10]([O:12][C:13]([CH3:14])([CH3:15])[CH3:16])=[O:11])=[O:7])([CH3:3])([CH3:4])[CH3:2]. The yield is 0.700. (2) The reactants are [F:1][C:2]1[CH:10]=[C:9]2[C:5]([C:6]([C:11]3[CH:12]=[CH:13][C:14]([N:17]4[CH2:22][CH2:21]C(N)CC4)=[N:15][CH:16]=3)=[CH:7][NH:8]2)=[CH:4][CH:3]=1.FC1C=C2C(C(C3C=CC(N4CCC([NH:46][C:47](=[O:57])[CH2:48][NH:49]C(=O)OC(C)(C)C)CC4)=NC=3)=CN2)=CC=1. No catalyst specified. The product is [NH2:49][CH2:48][C:47]([NH:46][CH2:21][CH2:22][NH:17][C:14]1[CH:13]=[CH:12][C:11]([C:6]2[C:5]3[C:9](=[CH:10][C:2]([F:1])=[CH:3][CH:4]=3)[NH:8][CH:7]=2)=[CH:16][N:15]=1)=[O:57]. The yield is 0.190. (3) The reactants are [CH2:1]([Mg]Br)[CH3:2].[C:5]([C:9]1[CH2:13][CH2:12][C:11](=O)[CH:10]=1)([CH3:8])([CH3:7])[CH3:6].Cl. The catalyst is C(OCC)C. The product is [CH2:1]([C:12]1[CH2:11][CH:10]=[C:9]([C:5]([CH3:8])([CH3:7])[CH3:6])[CH:13]=1)[CH3:2]. The yield is 0.650. (4) The reactants are Br[C:2]1[CH:3]=[C:4]2[C:10]([C:11]3[CH:16]=[CH:15][CH:14]=[CH:13][C:12]=3[O:17][CH3:18])=[CH:9][NH:8][C:5]2=[N:6][CH:7]=1.[CH3:19][C:20]1[C:24](B(O)O)=[C:23]([CH3:28])[O:22][N:21]=1.ClCCl.C(=O)([O-])[O-].[Na+].[Na+]. The catalyst is O.CO.ClCCl.C1C=CC(P(C2C=CC=CC=2)[C-]2C=CC=C2)=CC=1.C1C=CC(P(C2C=CC=CC=2)[C-]2C=CC=C2)=CC=1.Cl[Pd]Cl.[Fe+2].C(#N)C. The product is [CH3:19][C:20]1[C:24]([C:2]2[CH:3]=[C:4]3[C:10]([C:11]4[CH:16]=[CH:15][CH:14]=[CH:13][C:12]=4[O:17][CH3:18])=[CH:9][NH:8][C:5]3=[N:6][CH:7]=2)=[C:23]([CH3:28])[O:22][N:21]=1. The yield is 0.710. (5) The reactants are [C:1]([C:5]1[CH:9]=[C:8]([NH2:10])[N:7]([C:11]2[CH:16]=[CH:15][CH:14]=[C:13]([CH2:17][N:18]=[N+]=[N-])[CH:12]=2)[N:6]=1)([CH3:4])([CH3:3])[CH3:2].[Cl:21][C:22]1[CH:27]=[CH:26][C:25]([N:28]=[C:29]=[O:30])=[CH:24][CH:23]=1.N1C=CC=CC=1.O. The catalyst is C1COCC1. The product is [C:1]([C:5]1[CH:9]=[C:8]([NH:10][C:29]([NH:28][C:25]2[CH:26]=[CH:27][C:22]([Cl:21])=[CH:23][CH:24]=2)=[O:30])[N:7]([C:11]2[CH:16]=[CH:15][CH:14]=[C:13]([CH2:17][NH2:18])[CH:12]=2)[N:6]=1)([CH3:4])([CH3:3])[CH3:2]. The yield is 0.970. (6) The reactants are [Br:1][C:2]1[CH:3]=[CH:4][C:5]([C:9]([F:12])([F:11])[F:10])=[C:6]([CH:8]=1)[NH2:7].O[CH2:14][CH:15]([CH2:17]O)O.S(=O)(=O)(O)O. The catalyst is C(OCC)(=O)C.[OH-].[Na+]. The product is [Br:1][C:2]1[CH:3]=[CH:4][C:5]([C:9]([F:10])([F:11])[F:12])=[C:6]2[C:8]=1[CH:14]=[CH:15][CH:17]=[N:7]2. The yield is 0.480. (7) The product is [CH3:21][O:22][C:23](=[O:34])[C:24]1[CH:29]=[C:28]([C:30]#[N:31])[CH:27]=[CH:26][C:25]=1[CH2:32][N:9]1[CH:8]([C:3]2[C:2]([CH3:1])=[CH:7][CH:6]=[CH:5][N:4]=2)[CH2:13][CH2:12][CH2:11][CH:10]1[C:14]1[C:19]([CH3:20])=[CH:18][CH:17]=[CH:16][N:15]=1. The yield is 0.780. No catalyst specified. The reactants are [CH3:1][C:2]1[C:3]([CH:8]2[CH2:13][CH2:12][CH2:11][CH:10]([C:14]3[C:19]([CH3:20])=[CH:18][CH:17]=[CH:16][N:15]=3)[NH:9]2)=[N:4][CH:5]=[CH:6][CH:7]=1.[CH3:21][O:22][C:23](=[O:34])[C:24]1[CH:29]=[C:28]([C:30]#[N:31])[CH:27]=[CH:26][C:25]=1[CH2:32]Br. (8) The yield is 0.730. The catalyst is CC(N(C)C)=O.O. The product is [C:1]([O:5][C:6]([NH:8][C:9]1[CH:10]=[C:11]([C:15]([NH:17][C:18]2[N:19]=[C:20]([C:24]([NH:26][C:27]3[CH:28]=[C:29]([C:33]([NH:35][C:36]4[CH:37]=[C:38]([C:42]([OH:44])=[O:43])[N:39]([CH3:41])[CH:40]=4)=[O:34])[N:30]([CH3:32])[CH:31]=3)=[O:25])[N:21]([CH3:23])[CH:22]=2)=[O:16])[N:12]([CH3:14])[CH:13]=1)=[O:7])([CH3:4])([CH3:2])[CH3:3]. The reactants are [C:1]([O:5][C:6]([NH:8][C:9]1[CH:10]=[C:11]([C:15]([NH:17][C:18]2[N:19]=[C:20]([C:24]([NH:26][C:27]3[CH:28]=[C:29]([C:33]([NH:35][C:36]4[CH:37]=[C:38]([C:42]([O:44]C)=[O:43])[N:39]([CH3:41])[CH:40]=4)=[O:34])[N:30]([CH3:32])[CH:31]=3)=[O:25])[N:21]([CH3:23])[CH:22]=2)=[O:16])[N:12]([CH3:14])[CH:13]=1)=[O:7])([CH3:4])([CH3:3])[CH3:2].[Li+].[OH-]. (9) The reactants are [N-:1]=[N+:2]=[N-:3].[Na+].C(Cl)Cl.FC(F)(F)S(OS(C(F)(F)F)(=O)=O)(=O)=O.C(O)(C(F)(F)F)=O.N[C@H:31]1[C:42](=[O:43])[O:41][CH2:40][C@@H:39]([C:44]2[CH:49]=[CH:48][CH:47]=[CH:46][CH:45]=2)[NH:38][C:37](=[O:50])[CH2:36][CH2:35][CH:34]=[CH:33][CH2:32]1.C(=O)([O-])[O-].[K+].[K+].S(N=[N+]=[N-])(C(F)(F)F)(=O)=O. The catalyst is CCOC(C)=O.O.O.O.O.O.S([O-])([O-])(=O)=O.[Cu+2].CO. The product is [N:1]([C@H:31]1[C:42](=[O:43])[O:41][CH2:40][C@@H:39]([C:44]2[CH:49]=[CH:48][CH:47]=[CH:46][CH:45]=2)[NH:38][C:37](=[O:50])[CH2:36][CH2:35][CH:34]=[CH:33][CH2:32]1)=[N+:2]=[N-:3]. The yield is 0.990. (10) The reactants are Br[C:2]1[CH:7]=[CH:6][CH:5]=[CH:4][C:3]=1[C:8]1[N:12]([S:13]([C:16]2[CH:17]=[N:18][CH:19]=[CH:20][CH:21]=2)(=[O:15])=[O:14])[CH:11]=[C:10]([CH:22]=[O:23])[CH:9]=1.O.[CH3:25][N:26](C)C=O. The catalyst is [C-]#N.[Zn+2].[C-]#N.C1C=CC([P]([Pd]([P](C2C=CC=CC=2)(C2C=CC=CC=2)C2C=CC=CC=2)([P](C2C=CC=CC=2)(C2C=CC=CC=2)C2C=CC=CC=2)[P](C2C=CC=CC=2)(C2C=CC=CC=2)C2C=CC=CC=2)(C2C=CC=CC=2)C2C=CC=CC=2)=CC=1. The product is [CH:22]([C:10]1[CH:9]=[C:8]([C:3]2[CH:4]=[CH:5][CH:6]=[CH:7][C:2]=2[C:25]#[N:26])[N:12]([S:13]([C:16]2[CH:17]=[N:18][CH:19]=[CH:20][CH:21]=2)(=[O:15])=[O:14])[CH:11]=1)=[O:23]. The yield is 0.630.